The task is: Predict the reactants needed to synthesize the given product.. This data is from Full USPTO retrosynthesis dataset with 1.9M reactions from patents (1976-2016). (1) Given the product [O:10]=[S:11]1(=[O:36])[CH:16]=[CH:15][CH:14]([C:17]2[CH:22]=[CH:21][C:20]([N:23]3[CH2:27][C@H:26]([CH2:28][NH:29][C:30](=[O:34])[CH2:31][CH3:1])[O:25][C:24]3=[O:35])=[CH:19][CH:18]=2)[CH2:13][CH2:12]1, predict the reactants needed to synthesize it. The reactants are: [C:1](OC(=O)CC)(=O)CC.[O:10]=[S:11]1(=[O:36])[CH:16]=[CH:15][CH:14]([C:17]2[CH:22]=[CH:21][C:20]([N:23]3[CH2:27][C@H:26]([CH2:28][NH:29][C:30](=[O:34])[CH:31](F)F)[O:25][C:24]3=[O:35])=[CH:19][CH:18]=2)[CH2:13][CH2:12]1. (2) Given the product [C:35]([NH:38][S:39]([C:42]1[S:46][C:45]([C:19]2[N:18]=[CH:17][N:16]([C:11]3[N:10]=[C:9]([C:4]4[CH:5]=[CH:6][C:7]([Cl:8])=[C:2]([Cl:1])[CH:3]=4)[CH:14]=[C:13]([CH3:15])[N:12]=3)[CH:20]=2)=[CH:44][CH:43]=1)(=[O:40])=[O:41])([CH3:37])([CH3:34])[CH3:36], predict the reactants needed to synthesize it. The reactants are: [Cl:1][C:2]1[CH:3]=[C:4]([C:9]2[CH:14]=[C:13]([CH3:15])[N:12]=[C:11]([N:16]3[CH:20]=[C:19]([Sn](CCCC)(CCCC)CCCC)[N:18]=[CH:17]3)[N:10]=2)[CH:5]=[CH:6][C:7]=1[Cl:8].[CH3:34][C:35]([NH:38][S:39]([C:42]1[S:46][C:45](Br)=[CH:44][CH:43]=1)(=[O:41])=[O:40])([CH3:37])[CH3:36].CCCCCC. (3) Given the product [Cl:3][C:4]1[N:9]=[C:8]([N:10]([CH2:11][C:12]([CH3:15])([CH3:14])[CH3:13])[C:16](=[O:18])[CH3:17])[CH:7]=[CH:6][N:5]=1, predict the reactants needed to synthesize it. The reactants are: [H-].[Na+].[Cl:3][C:4]1[N:9]=[C:8]([NH:10][CH2:11][C:12]([CH3:15])([CH3:14])[CH3:13])[CH:7]=[CH:6][N:5]=1.[C:16](OC(=O)C)(=[O:18])[CH3:17].O. (4) Given the product [CH:21]1([NH:24][C:25]([C:27]2[S:40][C:30]3=[N:31][C:32]([O:10][CH2:9][CH2:8][CH2:7][C:2]4[CH:3]=[CH:4][CH:5]=[CH:6][N:1]=4)=[C:33]([Cl:36])[C:34]([CH3:35])=[C:29]3[C:28]=2[NH2:41])=[O:26])[CH2:23][CH2:22]1, predict the reactants needed to synthesize it. The reactants are: [N:1]1[CH:6]=[CH:5][CH:4]=[CH:3][C:2]=1[CH2:7][CH2:8][CH2:9][OH:10].C[Si]([N-][Si](C)(C)C)(C)C.[Li+].[CH:21]1([NH:24][C:25]([C:27]2[S:40][C:30]3=[N:31][C:32](S(C)=O)=[C:33]([Cl:36])[C:34]([CH3:35])=[C:29]3[C:28]=2[NH2:41])=[O:26])[CH2:23][CH2:22]1. (5) Given the product [Cl:27][C:22]1[CH:23]=[C:24]2[C:19](=[CH:20][CH:21]=1)[CH:18]=[C:17]([C:11]1[C:10]3[C:14](=[CH:15][CH:16]=[C:8]([C:6]4[NH:37][N:36]=[C:34]([CH2:33][N:28]5[CH2:32][CH2:31][CH2:30][CH2:29]5)[N:7]=4)[CH:9]=3)[NH:13][N:12]=1)[CH:26]=[CH:25]2, predict the reactants needed to synthesize it. The reactants are: Cl.Cl.C(O[C:6]([C:8]1[CH:9]=[C:10]2[C:14](=[CH:15][CH:16]=1)[NH:13][N:12]=[C:11]2[C:17]1[CH:26]=[CH:25][C:24]2[C:19](=[CH:20][CH:21]=[C:22]([Cl:27])[CH:23]=2)[CH:18]=1)=[NH:7])C.[N:28]1([CH2:33][C:34]([NH:36][NH2:37])=O)[CH2:32][CH2:31][CH2:30][CH2:29]1.C(N(CC)CC)C. (6) Given the product [C:2]([O:6][C:7]([NH:9][CH2:10][C:11]([NH:45][C:46]1[CH:68]=[CH:67][C:49]2[NH:50][C:51](=[C:53]([C:57]3[N:62]=[C:61]([C:63]([F:66])([F:65])[F:64])[CH:60]=[CH:59][N:58]=3)[C:54]([NH2:56])=[O:55])[S:52][C:48]=2[CH:47]=1)=[O:13])=[O:8])([CH3:3])([CH3:4])[CH3:5], predict the reactants needed to synthesize it. The reactants are: Cl.[C:2]([O:6][C:7]([NH:9][CH2:10][C:11]([OH:13])=O)=[O:8])([CH3:5])([CH3:4])[CH3:3].F[P-](F)(F)(F)(F)F.N1(OC(N(C)C)=[N+](C)C)C2N=CC=CC=2N=N1.C(N(CC)CC)C.[NH2:45][C:46]1[CH:68]=[CH:67][C:49]2[NH:50][C:51](=[C:53]([C:57]3[N:62]=[C:61]([C:63]([F:66])([F:65])[F:64])[CH:60]=[CH:59][N:58]=3)[C:54]([NH2:56])=[O:55])[S:52][C:48]=2[CH:47]=1.